Dataset: Catalyst prediction with 721,799 reactions and 888 catalyst types from USPTO. Task: Predict which catalyst facilitates the given reaction. Reactant: [NH2:1][C@H:2]([C:7]([NH2:9])=[O:8])[CH2:3][CH:4]([CH3:6])[CH3:5].[CH2:10]1[CH2:16][S:13](=[O:15])(=[O:14])[O:12][CH2:11]1. Product: [NH2:9][C:7]([C@@H:2]([NH:1][CH2:11][CH2:10][CH2:16][S:13]([OH:15])(=[O:14])=[O:12])[CH2:3][CH:4]([CH3:6])[CH3:5])=[O:8]. The catalyst class is: 7.